Task: Predict the reactants needed to synthesize the given product.. Dataset: Full USPTO retrosynthesis dataset with 1.9M reactions from patents (1976-2016) (1) Given the product [Cl:1][C:2]1[C:3]2[C:4](=[O:5])[N:6]([C:7]([CH3:15])([C:9]3[CH:14]=[CH:13][CH:12]=[CH:11][CH:10]=3)[CH3:8])[CH:24]([OH:25])[C:16]=2[C:17]([Cl:20])=[CH:18][N:19]=1, predict the reactants needed to synthesize it. The reactants are: [Cl:1][C:2]1[N:19]=[CH:18][C:17]([Cl:20])=[CH:16][C:3]=1[C:4]([NH:6][C:7]([CH3:15])([C:9]1[CH:14]=[CH:13][CH:12]=[CH:11][CH:10]=1)[CH3:8])=[O:5].CN([CH:24]=[O:25])C. (2) Given the product [F:1][C:2]1[CH:10]=[CH:9][C:5]([C:6]([N:16]2[CH2:19][CH2:18][CH2:17]2)=[O:8])=[CH:4][C:3]=1[C:11]([F:14])([F:13])[F:12], predict the reactants needed to synthesize it. The reactants are: [F:1][C:2]1[CH:10]=[CH:9][C:5]([C:6]([OH:8])=O)=[CH:4][C:3]=1[C:11]([F:14])([F:13])[F:12].Cl.[NH:16]1[CH2:19][CH2:18][CH2:17]1.CN(C(ON1N=NC2C=CC=NC1=2)=[N+](C)C)C.F[P-](F)(F)(F)(F)F.C(N(CC)C(C)C)(C)C.Cl. (3) Given the product [ClH:16].[CH2:1]([S:3]([CH2:6][CH2:7][NH2:8])(=[O:5])=[O:4])[CH3:2], predict the reactants needed to synthesize it. The reactants are: [CH2:1]([S:3]([CH2:6][CH2:7][NH:8]C(=O)OC(C)(C)C)(=[O:5])=[O:4])[CH3:2].[ClH:16]. (4) The reactants are: C(O[C:6](=O)[N:7]([CH2:9][C:10]1[CH:14]=[C:13]([C:15]2[CH:20]=[CH:19][C:18]([F:21])=[CH:17][CH:16]=2)[N:12]([S:22]([C:25]2[CH:26]=[N:27][CH:28]=[CH:29][CH:30]=2)(=[O:24])=[O:23])[CH:11]=1)C)(C)(C)C.FC(F)(F)C(O)=O.C(=O)([O-])O.[Na+].[Cl:44]CCl. Given the product [ClH:44].[ClH:44].[F:21][C:18]1[CH:17]=[CH:16][C:15]([C:13]2[N:12]([S:22]([C:25]3[CH:26]=[N:27][CH:28]=[CH:29][CH:30]=3)(=[O:24])=[O:23])[CH:11]=[C:10]([CH2:9][NH:7][CH3:6])[CH:14]=2)=[CH:20][CH:19]=1, predict the reactants needed to synthesize it. (5) Given the product [N+:12]([C:3]1[C:2]([Cl:1])=[CH:10][C:9]([Cl:11])=[CH:8][C:4]=1[C:5]([OH:7])=[O:6])([O-:14])=[O:13], predict the reactants needed to synthesize it. The reactants are: [Cl:1][C:2]1[CH:3]=[C:4]([CH:8]=[C:9]([Cl:11])[CH:10]=1)[C:5]([OH:7])=[O:6].[N+:12]([O-])([OH:14])=[O:13]. (6) Given the product [CH:1]([O:4][C:5]1[C:6]([CH3:17])=[C:7]([CH:14]=[CH:15][CH:16]=1)[C:8]([OH:10])=[O:9])([CH3:3])[CH3:2], predict the reactants needed to synthesize it. The reactants are: [CH:1]([O:4][C:5]1[C:6]([CH3:17])=[C:7]([CH:14]=[CH:15][CH:16]=1)[C:8]([O:10]C(C)C)=[O:9])([CH3:3])[CH3:2].[OH-].[Li+]. (7) The reactants are: Cl[C:2]1[C:26]([CH3:27])=[CH:25][C:5]2[N:6]=[C:7]3[C:12]([N:13]([CH2:14][CH2:15][CH2:16][C:17]4[CH:22]=[CH:21][CH:20]=[CH:19][CH:18]=4)[C:4]=2[CH:3]=1)=[N:11][C:10](=[O:23])[NH:9][C:8]3=[O:24].C(N(CC)CC)C.[H][H]. Given the product [CH3:27][C:26]1[CH:2]=[CH:3][C:4]2[N:13]([CH2:14][CH2:15][CH2:16][C:17]3[CH:18]=[CH:19][CH:20]=[CH:21][CH:22]=3)[C:12]3[C:7]([C:8](=[O:24])[NH:9][C:10](=[O:23])[N:11]=3)=[N:6][C:5]=2[CH:25]=1, predict the reactants needed to synthesize it.